Dataset: NCI-60 drug combinations with 297,098 pairs across 59 cell lines. Task: Regression. Given two drug SMILES strings and cell line genomic features, predict the synergy score measuring deviation from expected non-interaction effect. (1) Drug 1: CC1CCC2CC(C(=CC=CC=CC(CC(C(=O)C(C(C(=CC(C(=O)CC(OC(=O)C3CCCCN3C(=O)C(=O)C1(O2)O)C(C)CC4CCC(C(C4)OC)O)C)C)O)OC)C)C)C)OC. Drug 2: C1CCC(C(C1)N)N.C(=O)(C(=O)[O-])[O-].[Pt+4]. Cell line: SK-MEL-5. Synergy scores: CSS=30.1, Synergy_ZIP=-7.04, Synergy_Bliss=0.443, Synergy_Loewe=-0.521, Synergy_HSA=2.96. (2) Drug 1: CNC(=O)C1=CC=CC=C1SC2=CC3=C(C=C2)C(=NN3)C=CC4=CC=CC=N4. Drug 2: C1=CN(C=N1)CC(O)(P(=O)(O)O)P(=O)(O)O. Cell line: HT29. Synergy scores: CSS=0.861, Synergy_ZIP=1.78, Synergy_Bliss=3.42, Synergy_Loewe=-0.259, Synergy_HSA=0.770. (3) Drug 1: CC(C1=C(C=CC(=C1Cl)F)Cl)OC2=C(N=CC(=C2)C3=CN(N=C3)C4CCNCC4)N. Drug 2: CC1=CC=C(C=C1)C2=CC(=NN2C3=CC=C(C=C3)S(=O)(=O)N)C(F)(F)F. Cell line: RXF 393. Synergy scores: CSS=2.06, Synergy_ZIP=-0.494, Synergy_Bliss=0.774, Synergy_Loewe=1.81, Synergy_HSA=1.46. (4) Drug 1: C1CN1P(=S)(N2CC2)N3CC3. Drug 2: CC1=C2C(C(=O)C3(C(CC4C(C3C(C(C2(C)C)(CC1OC(=O)C(C(C5=CC=CC=C5)NC(=O)C6=CC=CC=C6)O)O)OC(=O)C7=CC=CC=C7)(CO4)OC(=O)C)O)C)OC(=O)C. Cell line: NCI-H226. Synergy scores: CSS=14.5, Synergy_ZIP=-6.00, Synergy_Bliss=0.180, Synergy_Loewe=-9.22, Synergy_HSA=-0.101. (5) Drug 1: COC1=CC(=CC(=C1O)OC)C2C3C(COC3=O)C(C4=CC5=C(C=C24)OCO5)OC6C(C(C7C(O6)COC(O7)C8=CC=CS8)O)O. Drug 2: CC12CCC3C(C1CCC2OP(=O)(O)O)CCC4=C3C=CC(=C4)OC(=O)N(CCCl)CCCl.[Na+]. Cell line: UO-31. Synergy scores: CSS=12.2, Synergy_ZIP=-10.1, Synergy_Bliss=-13.8, Synergy_Loewe=-20.2, Synergy_HSA=-11.9. (6) Drug 1: CC1OCC2C(O1)C(C(C(O2)OC3C4COC(=O)C4C(C5=CC6=C(C=C35)OCO6)C7=CC(=C(C(=C7)OC)O)OC)O)O. Drug 2: CNC(=O)C1=NC=CC(=C1)OC2=CC=C(C=C2)NC(=O)NC3=CC(=C(C=C3)Cl)C(F)(F)F. Cell line: CAKI-1. Synergy scores: CSS=47.5, Synergy_ZIP=-11.4, Synergy_Bliss=-8.59, Synergy_Loewe=-7.13, Synergy_HSA=-4.12. (7) Drug 1: C1=CN(C=N1)CC(O)(P(=O)(O)O)P(=O)(O)O. Drug 2: C1CCC(C(C1)N)N.C(=O)(C(=O)[O-])[O-].[Pt+4]. Cell line: HT29. Synergy scores: CSS=52.5, Synergy_ZIP=-0.274, Synergy_Bliss=-0.647, Synergy_Loewe=-5.96, Synergy_HSA=0.434. (8) Drug 1: CN(C(=O)NC(C=O)C(C(C(CO)O)O)O)N=O. Drug 2: CC(C)CN1C=NC2=C1C3=CC=CC=C3N=C2N. Cell line: SN12C. Synergy scores: CSS=9.95, Synergy_ZIP=-3.47, Synergy_Bliss=0.793, Synergy_Loewe=-3.75, Synergy_HSA=0.140. (9) Drug 1: C1CCN(CC1)CCOC2=CC=C(C=C2)C(=O)C3=C(SC4=C3C=CC(=C4)O)C5=CC=C(C=C5)O. Drug 2: CC1=C(C(CCC1)(C)C)C=CC(=CC=CC(=CC(=O)O)C)C. Cell line: ACHN. Synergy scores: CSS=16.0, Synergy_ZIP=-4.49, Synergy_Bliss=1.16, Synergy_Loewe=-0.155, Synergy_HSA=0.446. (10) Drug 1: CC=C1C(=O)NC(C(=O)OC2CC(=O)NC(C(=O)NC(CSSCCC=C2)C(=O)N1)C(C)C)C(C)C. Drug 2: CC(C)(C#N)C1=CC(=CC(=C1)CN2C=NC=N2)C(C)(C)C#N. Cell line: T-47D. Synergy scores: CSS=16.5, Synergy_ZIP=1.22, Synergy_Bliss=-0.0262, Synergy_Loewe=-16.4, Synergy_HSA=-0.412.